Task: Predict the reaction yield, written as a fraction of the theoretical maximum amount of product (1.0 means a 100% yield; for example, 0.34 means a 34% yield).. Dataset: Reaction yield outcomes from USPTO patents with 853,638 reactions (1) The reactants are [C:1]([C:5]1[CH:9]=[C:8]([NH2:10])[O:7][N:6]=1)([CH3:4])([CH3:3])[CH3:2].N1C=CC=CC=1.Cl[C:18]([O:20][C:21]1[CH:26]=[CH:25][C:24]([N+:27]([O-:29])=[O:28])=[CH:23][CH:22]=1)=[O:19]. The catalyst is ClCCl. The product is [N+:27]([C:24]1[CH:23]=[CH:22][C:21]([O:20][C:18](=[O:19])[NH:10][C:8]2[O:7][N:6]=[C:5]([C:1]([CH3:4])([CH3:3])[CH3:2])[CH:9]=2)=[CH:26][CH:25]=1)([O-:29])=[O:28]. The yield is 0.410. (2) The reactants are [NH2:1][C:2]1[C:7]([C:8]2[CH:13]=[CH:12][C:11]([OH:14])=[CH:10][CH:9]=2)=[C:6]([CH2:15][CH3:16])[C:5](Br)=[CH:4][N:3]=1.[CH3:18][N:19]1[CH:27]=[C:26]2[C:21]([CH:22]=[C:23](B3OC(C)(C)C(C)(C)O3)[CH:24]=[CH:25]2)=[N:20]1.C(=O)([O-])[O-].[K+].[K+].O1CCOCC1. The catalyst is O.C(OCC)(=O)C.C1C=CC(P(C2C=CC=CC=2)[C-]2C=CC=C2)=CC=1.C1C=CC(P(C2C=CC=CC=2)[C-]2C=CC=C2)=CC=1.Cl[Pd]Cl.[Fe+2]. The product is [NH2:1][C:2]1[C:7]([C:8]2[CH:13]=[CH:12][C:11]([OH:14])=[CH:10][CH:9]=2)=[C:6]([CH2:15][CH3:16])[C:5]([C:23]2[CH:24]=[CH:25][C:26]3[C:21]([CH:22]=2)=[N:20][N:19]([CH3:18])[CH:27]=3)=[CH:4][N:3]=1. The yield is 0.280.